This data is from Catalyst prediction with 721,799 reactions and 888 catalyst types from USPTO. The task is: Predict which catalyst facilitates the given reaction. Reactant: [C:1]([C:3]1[CH:8]=[CH:7][C:6]([NH:9][CH2:10][C:11]2[N:15]([CH3:16])[C:14]3[CH:17]=[CH:18][C:19]([C@@:21]([NH:30]C(OC(C)(C)C)=O)([C:23]([N:25]4[CH2:29][CH2:28][CH2:27][CH2:26]4)=[O:24])[CH3:22])=[CH:20][C:13]=3[N:12]=2)=[CH:5][CH:4]=1)#[N:2].Cl.N. Product: [C:1]([C:3]1[CH:4]=[CH:5][C:6]([NH:9][CH2:10][C:11]2[N:15]([CH3:16])[C:14]3[CH:17]=[CH:18][C:19]([C@@:21]([NH2:30])([C:23]([N:25]4[CH2:29][CH2:28][CH2:27][CH2:26]4)=[O:24])[CH3:22])=[CH:20][C:13]=3[N:12]=2)=[CH:7][CH:8]=1)#[N:2]. The catalyst class is: 12.